From a dataset of Full USPTO retrosynthesis dataset with 1.9M reactions from patents (1976-2016). Predict the reactants needed to synthesize the given product. (1) Given the product [C:1]([CH:5]1[CH2:10][CH2:9][CH:8]([N:11]([CH2:23][C:24]2[CH:25]=[CH:26][C:27]([C:28]([OH:30])=[O:29])=[CH:32][CH:33]=2)[C:12]2[N:16]([CH3:17])[C:15]3[CH:18]=[C:19]([OH:22])[CH:20]=[CH:21][C:14]=3[N:13]=2)[CH2:7][CH2:6]1)([CH3:4])([CH3:2])[CH3:3], predict the reactants needed to synthesize it. The reactants are: [C:1]([CH:5]1[CH2:10][CH2:9][CH:8]([N:11]([CH2:23][C:24]2[CH:33]=[CH:32][C:27]([C:28]([O:30]C)=[O:29])=[CH:26][CH:25]=2)[C:12]2[N:16]([CH3:17])[C:15]3[CH:18]=[C:19]([OH:22])[CH:20]=[CH:21][C:14]=3[N:13]=2)[CH2:7][CH2:6]1)([CH3:4])([CH3:3])[CH3:2].[Li+].[OH-].CCOC(C)=O.Cl. (2) Given the product [CH3:11][O:10][C:8]([C:6]1[N:7]=[C:3](/[CH:1]=[CH:2]\[S:31][C:18]([C:12]2[CH:17]=[CH:16][CH:15]=[CH:14][CH:13]=2)([C:25]2[CH:26]=[CH:27][CH:28]=[CH:29][CH:30]=2)[C:19]2[CH:20]=[CH:21][CH:22]=[CH:23][CH:24]=2)[S:4][CH:5]=1)=[O:9], predict the reactants needed to synthesize it. The reactants are: [C:1]([C:3]1[S:4][CH:5]=[C:6]([C:8]([O:10][CH3:11])=[O:9])[N:7]=1)#[CH:2].[C:12]1([C:18]([SH:31])([C:25]2[CH:30]=[CH:29][CH:28]=[CH:27][CH:26]=2)[C:19]2[CH:24]=[CH:23][CH:22]=[CH:21][CH:20]=2)[CH:17]=[CH:16][CH:15]=[CH:14][CH:13]=1.CC(C)([O-])C.[K+].[Cl-].[NH4+]. (3) Given the product [N:24]([CH2:6][CH:7]1[CH2:10][CH:9]([S:11]([C:14]2[CH:19]=[CH:18][CH:17]=[C:16]([C:20]([F:23])([F:22])[F:21])[CH:15]=2)(=[O:13])=[O:12])[CH2:8]1)=[N+:25]=[N-:26], predict the reactants needed to synthesize it. The reactants are: CS(O[CH2:6][CH:7]1[CH2:10][CH:9]([S:11]([C:14]2[CH:19]=[CH:18][CH:17]=[C:16]([C:20]([F:23])([F:22])[F:21])[CH:15]=2)(=[O:13])=[O:12])[CH2:8]1)(=O)=O.[N-:24]=[N+:25]=[N-:26].[Na+]. (4) Given the product [S:41]([OH:44])(=[O:43])(=[O:42])[CH3:40].[NH2:21][CH2:20][CH:14]1[CH2:13][N:12]([C:11]2[N:10]=[C:9]3[C:4]([C:5](=[O:36])[C:6]([C:33]([OH:35])=[O:34])=[CH:7][N:8]3[CH:30]3[CH2:32][CH2:31]3)=[CH:3][C:2]=2[F:1])[CH2:16]/[C:15]/1=[N:17]\[O:18][CH3:19], predict the reactants needed to synthesize it. The reactants are: [F:1][C:2]1[CH:3]=[C:4]2[C:9](=[N:10][C:11]=1[N:12]1[CH2:16][C:15](=[N:17][O:18][CH3:19])[CH:14]([CH2:20][NH:21]/C(/C)=C\C(OCC)=O)[CH2:13]1)[N:8]([CH:30]1[CH2:32][CH2:31]1)[CH:7]=[C:6]([C:33]([OH:35])=[O:34])[C:5]2=[O:36].C(O)C.[CH3:40][S:41]([OH:44])(=[O:43])=[O:42]. (5) Given the product [CH3:28][N:29]([CH3:38])[CH2:30][CH2:31][CH2:32][O:24][C:21]1[CH:20]=[CH:19][C:18]([O:17][CH2:16][CH2:15][CH2:14][O:13][C:10]2[CH:9]=[CH:8][C:7]([CH2:6][C@H:5]([O:25][CH3:26])[C:4]([OH:3])=[O:27])=[CH:12][CH:11]=2)=[CH:23][CH:22]=1, predict the reactants needed to synthesize it. The reactants are: C([O:3][C:4](=[O:27])[C@@H:5]([O:25][CH3:26])[CH2:6][C:7]1[CH:12]=[CH:11][C:10]([O:13][CH2:14][CH2:15][CH2:16][O:17][C:18]2[CH:23]=[CH:22][C:21]([OH:24])=[CH:20][CH:19]=2)=[CH:9][CH:8]=1)C.[CH3:28][N:29]([CH3:38])[CH2:30][CH2:31][CH2:32]OS(C)(=O)=O. (6) Given the product [C:15]([C@@H:18]([NH:23][C:24]([C@@H:25]([NH:31][C:8]([CH:7]([CH2:11][CH:12]([CH3:14])[CH3:13])[CH2:6][C:4]([O:3][CH2:1][CH3:2])=[O:5])=[O:10])[CH2:26][CH2:27][C:28](=[O:29])[NH:30][CH2:64][C:54]1[CH:55]=[CH:56][C:57]([C:43]#[N:44])=[CH:58][CH:59]=1)=[O:32])[CH2:19][CH:20]([CH3:21])[CH3:22])(=[O:17])[NH2:16], predict the reactants needed to synthesize it. The reactants are: [CH2:1]([O:3][C:4]([CH2:6][CH:7]([CH2:11][CH:12]([CH3:14])[CH3:13])[C:8]([OH:10])=O)=[O:5])[CH3:2].[C:15]([C@@H:18]([N:23](CC1C=CC(C#N)=CC=1)[C:24](=[O:32])[C@@H:25]([NH2:31])[CH2:26][CH2:27][C:28]([NH2:30])=[O:29])[CH2:19][CH:20]([CH3:22])[CH3:21])(=[O:17])[NH2:16].C[CH2:43][N:44]=C=NCCCN(C)C.Cl.[CH:54]1[CH:55]=[CH:56][C:57]2N(O)N=N[C:58]=2[CH:59]=1.[CH3:64]CN(C(C)C)C(C)C. (7) The reactants are: [NH2:1][C:2]1[CH:7]=[CH:6][N:5]=[C:4]([N:8]2[CH2:13][CH2:12][C:11]([CH2:16][C:17]#[N:18])([O:14][CH3:15])[CH2:10][CH2:9]2)[N:3]=1.[CH:19]([N:23]1[C:31]2[CH:30]=[C:29](Cl)[N:28]=[CH:27][C:26]=2[C:25]([N:33]2[CH2:37][CH2:36][C@@H:35]([OH:38])[CH2:34]2)=[N:24]1)([CH2:21][CH3:22])[CH3:20].C1(P(C2CCCCC2)C2C(OC)=CC=C(OC)C=2C2C(C(C)C)=CC(C(C)C)=CC=2C(C)C)CCCCC1.C(=O)([O-])[O-].[Cs+].[Cs+]. Given the product [CH:19]([N:23]1[C:31]2[CH:30]=[C:29]([NH:1][C:2]3[CH:7]=[CH:6][N:5]=[C:4]([N:8]4[CH2:13][CH2:12][C:11]([CH2:16][C:17]#[N:18])([O:14][CH3:15])[CH2:10][CH2:9]4)[N:3]=3)[N:28]=[CH:27][C:26]=2[C:25]([N:33]2[CH2:37][CH2:36][C@@H:35]([OH:38])[CH2:34]2)=[N:24]1)([CH2:21][CH3:22])[CH3:20], predict the reactants needed to synthesize it.